Dataset: Forward reaction prediction with 1.9M reactions from USPTO patents (1976-2016). Task: Predict the product of the given reaction. (1) Given the reactants Br[C:2]1[CH:7]=[CH:6][C:5]([S:8]([N:11]2[CH2:27][CH2:26][C:14]3([O:19][CH2:18][C:17](=[O:20])[N:16]([C:21]4([C:24]#[N:25])[CH2:23][CH2:22]4)[CH2:15]3)[CH2:13][CH2:12]2)(=[O:10])=[O:9])=[CH:4][CH:3]=1.CC1(C)C(C)(C)OB([C:36]2[CH:45]=[C:44]3[C:39]([CH:40]=[CH:41][CH:42]=[N:43]3)=[CH:38][CH:37]=2)O1.C(=O)([O-])[O-].[K+].[K+].C(#N)C, predict the reaction product. The product is: [O:20]=[C:17]1[N:16]([C:21]2([C:24]#[N:25])[CH2:23][CH2:22]2)[CH2:15][C:14]2([CH2:26][CH2:27][N:11]([S:8]([C:5]3[CH:6]=[CH:7][C:2]([C:36]4[CH:45]=[C:44]5[C:39]([CH:40]=[CH:41][CH:42]=[N:43]5)=[CH:38][CH:37]=4)=[CH:3][CH:4]=3)(=[O:10])=[O:9])[CH2:12][CH2:13]2)[O:19][CH2:18]1. (2) Given the reactants [F:1][C:2]1[CH:3]=[C:4]2[C:8](=[CH:9][CH:10]=1)[NH:7][CH:6]=[C:5]2[CH:11]=[O:12].[CH2:13](OC(C1NC2C(C=1)=CC=CC=2)=O)[CH3:14], predict the reaction product. The product is: [CH2:13]([N:7]1[C:8]2[C:4](=[CH:3][C:2]([F:1])=[CH:10][CH:9]=2)[C:5]([CH:11]=[O:12])=[CH:6]1)[CH3:14]. (3) Given the reactants [O:1]=[C:2]1[C:7]([C:14]2[CH:19]=[CH:18][CH:17]=[CH:16][CH:15]=2)([C:8]2[CH:13]=[CH:12][CH:11]=[CH:10][CH:9]=2)[CH2:6][CH2:5][CH2:4][N:3]1[CH2:20][C:21]([N:23]1[CH2:28][CH2:27][CH:26]([NH:29]C(=O)OC(C)(C)C)[CH2:25][CH2:24]1)=[O:22].FC(F)(F)C(O)=O, predict the reaction product. The product is: [NH2:29][CH:26]1[CH2:27][CH2:28][N:23]([C:21](=[O:22])[CH2:20][N:3]2[CH2:4][CH2:5][CH2:6][C:7]([C:14]3[CH:19]=[CH:18][CH:17]=[CH:16][CH:15]=3)([C:8]3[CH:9]=[CH:10][CH:11]=[CH:12][CH:13]=3)[C:2]2=[O:1])[CH2:24][CH2:25]1. (4) The product is: [Cl:1][C:2]1[CH:11]=[C:10]([Cl:12])[CH:9]=[CH:8][C:3]=1[C:4]1[N:15]([CH3:14])[C:16]([CH2:17][CH2:18][CH2:19][CH:20]=[CH2:21])=[N:7][N:6]=1. Given the reactants [Cl:1][C:2]1[CH:11]=[C:10]([Cl:12])[CH:9]=[CH:8][C:3]=1[C:4]([NH:6][NH2:7])=O.Cl.[CH3:14][NH:15][C:16](=NC)[CH2:17][CH2:18][CH2:19][CH:20]=[CH2:21], predict the reaction product. (5) Given the reactants C(O[C:4]([C:6]1[O:10][C:9]([C:11]2[CH:16]=[CH:15][C:14]([Br:17])=[CH:13][CH:12]=2)=[N:8][C:7]=1[CH:18]([CH3:20])[CH3:19])=[O:5])C.Br[C:22]1C=CC(C(O)=O)=CC=1.[H-].[Na+].C(OC(=O)C(Cl)C(=O)C(C)C)C.C([O-])(=O)C.[NH4+], predict the reaction product. The product is: [Br:17][C:14]1[CH:13]=[CH:12][C:11]([C:9]2[O:10][C:6]([CH:4]([OH:5])[CH3:22])=[C:7]([CH:18]([CH3:19])[CH3:20])[N:8]=2)=[CH:16][CH:15]=1. (6) Given the reactants [N:1]([CH2:4][CH2:5][C@@:6]([CH3:16])([S:12]([CH3:15])(=[O:14])=[O:13])[C:7]([O:9]CC)=[O:8])=[N+:2]=[N-:3].[Li+].[OH-], predict the reaction product. The product is: [N:1]([CH2:4][CH2:5][C@@:6]([CH3:16])([S:12]([CH3:15])(=[O:14])=[O:13])[C:7]([OH:9])=[O:8])=[N+:2]=[N-:3]. (7) The product is: [Br:1][C:2]1[CH:3]=[C:4]([C:11]([OH:13])=[O:12])[N:5]([CH2:7][CH:8]2[CH2:9][CH2:10]2)[CH:6]=1. Given the reactants [Br:1][C:2]1[CH:3]=[C:4]([C:11]([O:13]C)=[O:12])[N:5]([CH2:7][CH:8]2[CH2:10][CH2:9]2)[CH:6]=1.[OH-].[Na+].Cl, predict the reaction product. (8) Given the reactants C[O:2][C:3]([C:5]1[CH:10]=[CH:9][N:8]=[C:7]([C:11]2[N:12]=[CH:13][N:14]([CH3:17])[C:15]=2Br)[CH:6]=1)=[O:4].[CH:18]1([CH2:21][O:22][C:23]2[CH:28]=[C:27]([F:29])[CH:26]=[CH:25][C:24]=2B(O)O)[CH2:20][CH2:19]1, predict the reaction product. The product is: [CH:18]1([CH2:21][O:22][C:23]2[CH:28]=[C:27]([F:29])[CH:26]=[CH:25][C:24]=2[C:15]2[N:14]([CH3:17])[CH:13]=[N:12][C:11]=2[C:7]2[CH:6]=[C:5]([C:3]([OH:2])=[O:4])[CH:10]=[CH:9][N:8]=2)[CH2:19][CH2:20]1. (9) Given the reactants CS(Cl)(=O)=O.[CH2:6]([O:13][C:14]1[N:19]=[N:18][C:17]([CH2:20][CH2:21][C:22]2[N:27]=N[C:25]([CH2:28]O)=[CH:24][CH:23]=2)=[CH:16][CH:15]=1)[C:7]1[CH:12]=[CH:11][CH:10]=[CH:9][CH:8]=1.C(N(CC)CC)C.[CH2:37]([Cl:39])Cl, predict the reaction product. The product is: [CH2:6]([O:13][C:14]1[N:19]=[N:18][C:17]([CH2:20][CH2:21][C:22]2[CH:23]=[CH:24][C:25]([CH2:37][Cl:39])=[CH:28][N:27]=2)=[CH:16][CH:15]=1)[C:7]1[CH:12]=[CH:11][CH:10]=[CH:9][CH:8]=1.